Dataset: Forward reaction prediction with 1.9M reactions from USPTO patents (1976-2016). Task: Predict the product of the given reaction. (1) Given the reactants [Cl:1][C:2]1[CH:7]=[CH:6][C:5]([C:8]2[C:14]3[CH:15]=[C:16]([O:19][CH3:20])[CH:17]=[CH:18][C:13]=3[N:12]3[C:21]([CH3:24])=[N:22][N:23]=[C:11]3[C@H:10]([CH2:25][C:26](O)=[O:27])[N:9]=2)=[CH:4][CH:3]=1.CCN=C=NCCCN(C)C.C1C=CC2N(O)N=NC=2C=1.[NH2:50][CH2:51][CH2:52][O:53][CH2:54][CH2:55][O:56][C:57]1[CH:58]=[CH:59][C:60]2[N:66]3[C:67]([CH3:70])=[N:68][N:69]=[C:65]3[C@H:64]([CH2:71][C:72]([NH:74][CH2:75][CH3:76])=[O:73])[N:63]=[C:62]([C:77]3[CH:82]=[CH:81][C:80]([Cl:83])=[CH:79][CH:78]=3)[C:61]=2[CH:84]=1, predict the reaction product. The product is: [Cl:83][C:80]1[CH:79]=[CH:78][C:77]([C:62]2[C:61]3[CH:84]=[C:57]([O:56][CH2:55][CH2:54][O:53][CH2:52][CH2:51][NH:50][C:26](=[O:27])[CH2:25][C@@H:10]4[N:9]=[C:8]([C:5]5[CH:6]=[CH:7][C:2]([Cl:1])=[CH:3][CH:4]=5)[C:14]5[CH:15]=[C:16]([O:19][CH3:20])[CH:17]=[CH:18][C:13]=5[N:12]5[C:21]([CH3:24])=[N:22][N:23]=[C:11]45)[CH:58]=[CH:59][C:60]=3[N:66]3[C:67]([CH3:70])=[N:68][N:69]=[C:65]3[C@H:64]([CH2:71][C:72]([NH:74][CH2:75][CH3:76])=[O:73])[N:63]=2)=[CH:82][CH:81]=1. (2) The product is: [C:7]1([C:1]2[CH:2]=[CH:3][CH:4]=[CH:5][CH:6]=2)[CH:8]=[CH:9][C:10]([CH:11]([OH:12])[CH2:15][CH3:16])=[CH:13][CH:14]=1. Given the reactants [C:1]1([C:7]2[CH:14]=[CH:13][C:10]([CH:11]=[O:12])=[CH:9][CH:8]=2)[CH:6]=[CH:5][CH:4]=[CH:3][CH:2]=1.[CH2:15](OCC)[CH3:16], predict the reaction product. (3) Given the reactants [C:1]([N:5]1[C:9]([C:10]2[CH:15]=[CH:14][C:13]([F:16])=[CH:12][CH:11]=2)=[CH:8][C:7]([CH2:17][CH2:18][CH:19]=O)=[N:6]1)([CH3:4])([CH3:3])[CH3:2].[C:21]1([N:27]2[CH2:32][CH2:31][NH:30][CH2:29][CH2:28]2)[CH:26]=[CH:25][CH:24]=[CH:23][CH:22]=1.CCN(C(C)C)C(C)C.[BH-](OC(C)=O)(OC(C)=O)OC(C)=O.[Na+], predict the reaction product. The product is: [C:1]([N:5]1[C:9]([C:10]2[CH:15]=[CH:14][C:13]([F:16])=[CH:12][CH:11]=2)=[CH:8][C:7]([CH2:17][CH2:18][CH2:19][N:30]2[CH2:31][CH2:32][N:27]([C:21]3[CH:26]=[CH:25][CH:24]=[CH:23][CH:22]=3)[CH2:28][CH2:29]2)=[N:6]1)([CH3:4])([CH3:3])[CH3:2]. (4) Given the reactants CS(C)=O.C(OC(=O)C)(=O)C.[CH3:12][C:13]1([CH3:29])[O:17][C@@H:16]([C@H:18]2[O:22][C@@H:21]3[O:23][C:24]([CH3:27])([CH3:26])[O:25][C@@H:20]3[C@H:19]2[OH:28])[CH2:15][O:14]1.C(OC(=O)C)(=O)C, predict the reaction product. The product is: [CH3:12][C:13]1([CH3:29])[O:17][C@@H:16]([C@H:18]2[O:22][C@@H:21]3[O:23][C:24]([CH3:27])([CH3:26])[O:25][C@@H:20]3[C@@H:19]2[OH:28])[CH2:15][O:14]1. (5) Given the reactants [Cl:1][C:2]1[CH:7]=[C:6]([Cl:8])[CH:5]=[CH:4][C:3]=1[C@@:9]1([CH2:32][N:33]2[CH:37]=[CH:36][N:35]=[CH:34]2)[O:13][C@H:12]([CH2:14][O:15][C:16]2[CH:21]=[CH:20][C:19]([N:22]3[CH2:27][CH2:26][N:25](S(C)(=O)=O)[CH2:24][CH2:23]3)=[CH:18][CH:17]=2)[CH2:11][O:10]1.[F:38][CH:39]([F:44])[S:40](Cl)(=[O:42])=[O:41].CS(Cl)(=O)=O, predict the reaction product. The product is: [Cl:1][C:2]1[CH:7]=[C:6]([Cl:8])[CH:5]=[CH:4][C:3]=1[C@@:9]1([CH2:32][N:33]2[CH:37]=[CH:36][N:35]=[CH:34]2)[O:13][C@H:12]([CH2:14][O:15][C:16]2[CH:17]=[CH:18][C:19]([N:22]3[CH2:23][CH2:24][N:25]([S:40]([CH:39]([F:44])[F:38])(=[O:42])=[O:41])[CH2:26][CH2:27]3)=[CH:20][CH:21]=2)[CH2:11][O:10]1. (6) Given the reactants [Cl:1][C:2]1[CH:3]=[C:4]2[C:12](=[C:13]([NH2:15])[CH:14]=1)[NH:11][C:10]1[CH:9]=[N:8][CH:7]=[CH:6][C:5]2=1.[CH3:16][N:17]1[C:21](=[O:22])[CH2:20][CH:19]([C:23](O)=[O:24])[C:18]1([CH3:27])[CH3:26], predict the reaction product. The product is: [Cl:1][C:2]1[CH:3]=[C:4]2[C:12](=[C:13]([NH:15][C:23]([CH:19]3[CH2:20][C:21](=[O:22])[N:17]([CH3:16])[C:18]3([CH3:27])[CH3:26])=[O:24])[CH:14]=1)[NH:11][C:10]1[CH:9]=[N:8][CH:7]=[CH:6][C:5]2=1. (7) The product is: [CH2:9]([O:8][C:6]([C:5]1[CH:4]=[CH:3][C:2]([O:1][CH:14]2[CH2:19][CH2:18][N:17]([C:20]([O:22][C:23]([CH3:26])([CH3:25])[CH3:24])=[O:21])[CH2:16][CH2:15]2)=[CH:12][CH:11]=1)=[O:7])[CH3:10]. Given the reactants [OH:1][C:2]1[CH:12]=[CH:11][C:5]([C:6]([O:8][CH2:9][CH3:10])=[O:7])=[CH:4][CH:3]=1.O[CH:14]1[CH2:19][CH2:18][N:17]([C:20]([O:22][C:23]([CH3:26])([CH3:25])[CH3:24])=[O:21])[CH2:16][CH2:15]1.C1(P(C2C=CC=CC=2)C2C=CC=CC=2)C=CC=CC=1.N(C(OC(C)C)=O)=NC(OC(C)C)=O, predict the reaction product. (8) Given the reactants [Cl:1][C:2]1[CH:3]=[C:4]([C:9]2[C:14]([C:15]([NH:17][CH2:18][CH2:19][CH2:20][C:21]3[CH:26]=[CH:25][CH:24]=[CH:23][CH:22]=3)=[O:16])=[C:13]([CH3:27])[N:12]=[C:11](S(C)(=O)=O)[N:10]=2)[CH:5]=[C:6]([Cl:8])[CH:7]=1.[O-:32][CH2:33][CH3:34].[Na+], predict the reaction product. The product is: [Cl:1][C:2]1[CH:3]=[C:4]([C:9]2[C:14]([C:15]([NH:17][CH2:18][CH2:19][CH2:20][C:21]3[CH:26]=[CH:25][CH:24]=[CH:23][CH:22]=3)=[O:16])=[C:13]([CH3:27])[N:12]=[C:11]([O:32][CH2:33][CH3:34])[N:10]=2)[CH:5]=[C:6]([Cl:8])[CH:7]=1.